Predict the reactants needed to synthesize the given product. From a dataset of Full USPTO retrosynthesis dataset with 1.9M reactions from patents (1976-2016). (1) Given the product [CH3:7][O:6][C:1]1([O:4][CH3:5])[CH2:29][CH2:28][CH:27]([O:26][CH2:19][C:20]2[CH:21]=[CH:22][CH:23]=[CH:24][CH:25]=2)[CH2:32][CH2:31]1, predict the reactants needed to synthesize it. The reactants are: [CH:1]([O:6][CH3:7])([O:4][CH3:5])OC.C1(C)C=CC(S(O)(=O)=O)=CC=1.[CH2:19]([O:26][CH:27]1[CH2:32][CH2:31]C(=O)[CH2:29][CH2:28]1)[C:20]1[CH:25]=[CH:24][CH:23]=[CH:22][CH:21]=1.C(=O)(O)[O-].[Na+]. (2) The reactants are: [CH:1]([C:3]1[C:12](OS(C(F)(F)F)(=O)=O)=[CH:11][C:10]([O:21][CH3:22])=[CH:9][C:4]=1[C:5]([O:7]C)=[O:6])=[O:2].[C:23]1(B(O)O)[CH:28]=[CH:27][CH:26]=[CH:25][CH:24]=1.C(=O)([O-])[O-].[Na+].[Na+].O. Given the product [CH:1]([C:3]1[C:12]([C:23]2[CH:28]=[CH:27][CH:26]=[CH:25][CH:24]=2)=[CH:11][C:10]([O:21][CH3:22])=[CH:9][C:4]=1[C:5]([OH:7])=[O:6])=[O:2], predict the reactants needed to synthesize it. (3) Given the product [F:1][C:2]([F:13])([F:12])[O:3][C:4]1[CH:11]=[CH:10][CH:9]=[CH:8][C:5]=1[CH2:6][S:26][C:29]1[CH2:33][C:32]([CH3:35])([CH3:34])[O:31][N:30]=1, predict the reactants needed to synthesize it. The reactants are: [F:1][C:2]([F:13])([F:12])[O:3][C:4]1[CH:11]=[CH:10][CH:9]=[CH:8][C:5]=1[CH2:6]O.NC(N)=S.Cl.C(=O)([O-])[O-].[K+].[K+].C[S:26]([C:29]1[CH2:33][C:32]([CH3:35])([CH3:34])[O:31][N:30]=1)(=O)=O. (4) Given the product [CH2:1]([O:4][C:5]([CH2:7][C:8]1[CH:9]=[C:10]([S:14]([N:17]2[C:25](=[O:26])[C:24]3[C:23](=[CH:22][C:21]([Cl:20])=[CH:29][CH:28]=3)[NH:30][C:18]2=[O:19])(=[O:16])=[O:15])[CH:11]=[CH:12][CH:13]=1)=[O:6])[CH:2]=[CH2:3], predict the reactants needed to synthesize it. The reactants are: [CH2:1]([O:4][C:5]([CH2:7][C:8]1[CH:9]=[C:10]([S:14]([N:17]=[C:18]=[O:19])(=[O:16])=[O:15])[CH:11]=[CH:12][CH:13]=1)=[O:6])[CH:2]=[CH2:3].[Cl:20][C:21]1[CH:22]=[C:23]([NH2:30])[C:24](=[CH:28][CH:29]=1)[C:25](O)=[O:26].O.